The task is: Regression. Given two drug SMILES strings and cell line genomic features, predict the synergy score measuring deviation from expected non-interaction effect.. This data is from Merck oncology drug combination screen with 23,052 pairs across 39 cell lines. Drug 1: CCN(CC)CCNC(=O)c1c(C)[nH]c(C=C2C(=O)Nc3ccc(F)cc32)c1C. Drug 2: Cn1cc(-c2cnn3c(N)c(Br)c(C4CCCNC4)nc23)cn1. Cell line: OCUBM. Synergy scores: synergy=8.41.